Dataset: Forward reaction prediction with 1.9M reactions from USPTO patents (1976-2016). Task: Predict the product of the given reaction. (1) Given the reactants [CH2:1]([N:4]1[C:8]([Br:9])=[C:7]([N+:10]([O-:12])=[O:11])[C:6]([Br:13])=[N:5]1)[CH2:2][CH3:3].[CH2:14]([NH2:21])[C:15]1[CH:20]=[CH:19][CH:18]=[CH:17][CH:16]=1, predict the reaction product. The product is: [CH2:14]([NH:21][C:8]1[N:4]([CH2:1][CH2:2][CH3:3])[N:5]=[C:6]([Br:13])[C:7]=1[N+:10]([O-:12])=[O:11])[C:15]1[CH:20]=[CH:19][CH:18]=[CH:17][CH:16]=1.[Br:9][C:8]1[C:7]([N+:10]([O-:12])=[O:11])=[C:6]([Br:13])[NH:5][N:4]=1. (2) Given the reactants [F:1][C:2]1[CH:18]=[CH:17][C:5]([C:6]([N:8]2[CH2:13][CH2:12][CH2:11][C@H:10]([C:14]([OH:16])=O)[CH2:9]2)=[O:7])=[CH:4][CH:3]=1.[C:19]([O:23][C:24]([CH3:27])([CH3:26])[CH3:25])(=[O:22])[NH:20][NH2:21].C1C=CC2N(O)N=NC=2C=1.CCN=C=NCCCN(C)C.Cl, predict the reaction product. The product is: [C:24]([O:23][C:19]([NH:20][NH:21][C:14]([C@H:10]1[CH2:11][CH2:12][CH2:13][N:8]([C:6](=[O:7])[C:5]2[CH:4]=[CH:3][C:2]([F:1])=[CH:18][CH:17]=2)[CH2:9]1)=[O:16])=[O:22])([CH3:27])([CH3:26])[CH3:25]. (3) Given the reactants Cl.[O:2]1[CH2:6][CH2:5][CH:4]([CH2:7][NH2:8])[CH2:3]1.C(N(CC)CC)C.[CH2:16]([N:20]1[N:24]=[C:23]([C:25](O)=[O:26])[CH:22]=[N:21]1)[CH2:17][CH2:18][CH3:19].ON1C2C=CC=CC=2N=N1.Cl.C(N=C=NCCCN(C)C)C.Cl, predict the reaction product. The product is: [O:2]1[CH2:6][CH2:5][CH:4]([CH2:7][NH:8][C:25]([C:23]2[CH:22]=[N:21][N:20]([CH2:16][CH2:17][CH2:18][CH3:19])[N:24]=2)=[O:26])[CH2:3]1. (4) Given the reactants ClC1C=C(C(=O)C)C=CC=1.[Cl:11][C:12]1[CH:13]=[C:14]([C:19]2[O:23][N:22]=[C:21]([C:24]([OH:26])=[O:25])[CH:20]=2)[CH:15]=[CH:16][C:17]=1F, predict the reaction product. The product is: [Cl:11][C:12]1[CH:13]=[C:14]([C:19]2[O:23][N:22]=[C:21]([C:24]([OH:26])=[O:25])[CH:20]=2)[CH:15]=[CH:16][CH:17]=1. (5) The product is: [CH3:26][C:27](=[CH:30][CH2:42][CH:38]1[CH2:37][CH:36]=[C:35]([CH3:34])[C:39]1([CH3:40])[CH3:41])[CH2:28][CH2:4][C:2]#[N:3]. Given the reactants [Cl-].[C:2]([CH2:4]CC[P+](C1C=CC=CC=1)(C1C=CC=CC=1)C1C=CC=CC=1)#[N:3].[CH3:26][C:27]([CH3:30])([O-])[CH3:28].[K+].CI.[CH3:34][C:35]1[C:39]([CH3:41])([CH3:40])[C@H:38]([CH2:42]C=O)[CH2:37][CH:36]=1, predict the reaction product. (6) The product is: [F:1][C:2]1[CH:14]=[C:13](/[CH:15]=[CH:16]\[C:17]([F:18])([F:19])[F:20])[CH:12]=[CH:11][C:3]=1[C:4]([OH:6])=[O:5]. Given the reactants [F:1][C:2]1[CH:14]=[C:13](/[CH:15]=[CH:16]\[C:17]([F:20])([F:19])[F:18])[CH:12]=[CH:11][C:3]=1[C:4]([O:6]C(C)(C)C)=[O:5], predict the reaction product. (7) The product is: [CH:12]([N:9]1[C:10]2[CH:11]=[C:3]([C:1]3[NH:22][N:21]=[N:20][N:2]=3)[CH:4]=[C:5]([C:16]([O:18][CH3:19])=[O:17])[C:6]=2[C:7]([CH3:15])=[CH:8]1)([CH3:14])[CH3:13]. Given the reactants [C:1]([C:3]1[CH:4]=[C:5]([C:16]([O:18][CH3:19])=[O:17])[C:6]2[C:7]([CH3:15])=[CH:8][N:9]([CH:12]([CH3:14])[CH3:13])[C:10]=2[CH:11]=1)#[N:2].[N:20]([Si](C)(C)C)=[N+:21]=[N-:22].O.O.O.[F-].C([N+](CCCC)(CCCC)CCCC)CCC.CO.C(Cl)Cl, predict the reaction product. (8) Given the reactants [Cl:1][C:2]1[C:10]([CH3:11])=[N:9][C:8]2[N:4]([N:5]=[C:6]3[CH2:14][N:13]([C:15]([C:17]4[CH:22]=[CH:21][C:20]([F:23])=[CH:19][C:18]=4[O:24][CH:25]4[CH2:30][CH2:29][N:28]([CH:31]5[CH2:36][O:35]C(C)(C)[O:33][CH2:32]5)[CH2:27][CH2:26]4)=[O:16])[CH2:12][C:7]3=2)[C:3]=1[CH3:39].O1CCOCC1, predict the reaction product. The product is: [Cl:1][C:2]1[C:10]([CH3:11])=[N:9][C:8]2[N:4]([N:5]=[C:6]3[CH2:14][N:13]([C:15]([C:17]4[CH:22]=[CH:21][C:20]([F:23])=[CH:19][C:18]=4[O:24][CH:25]4[CH2:30][CH2:29][N:28]([CH:31]([CH2:36][OH:35])[CH2:32][OH:33])[CH2:27][CH2:26]4)=[O:16])[CH2:12][C:7]3=2)[C:3]=1[CH3:39]. (9) Given the reactants [CH2:1]([NH:8][C:9]([C:11]1[S:15][C:14]([NH:16]C(OC(C)(C)C)=O)=[N:13][C:12]=1[CH2:24][N:25]1[CH2:30][CH2:29][O:28][CH2:27][CH2:26]1)=[O:10])[C:2]1[CH:7]=[CH:6][CH:5]=[CH:4][CH:3]=1.Cl, predict the reaction product. The product is: [CH2:1]([NH:8][C:9]([C:11]1[S:15][C:14]([NH2:16])=[N:13][C:12]=1[CH2:24][N:25]1[CH2:30][CH2:29][O:28][CH2:27][CH2:26]1)=[O:10])[C:2]1[CH:7]=[CH:6][CH:5]=[CH:4][CH:3]=1.